From a dataset of Forward reaction prediction with 1.9M reactions from USPTO patents (1976-2016). Predict the product of the given reaction. (1) Given the reactants N(C(C)(C)C#N)=NC(C)(C)C#N.[CH3:13][C:14]1[CH:23]=[C:22]2[C:17]([CH:18]=[CH:19][C:20]([C:24]#[N:25])=[CH:21]2)=[CH:16][CH:15]=1.[Br:26]N1C(=O)CCC1=O, predict the reaction product. The product is: [Br:26][CH2:13][C:14]1[CH:23]=[C:22]2[C:17]([CH:18]=[CH:19][C:20]([C:24]#[N:25])=[CH:21]2)=[CH:16][CH:15]=1. (2) Given the reactants [NH2:1][C:2]1[CH:7]=[CH:6][C:5]([OH:8])=[CH:4][CH:3]=1.[CH:9]1([CH2:15][C:16](Cl)=[O:17])[CH2:14][CH2:13][CH2:12][CH2:11][CH2:10]1.N1C=CC=CC=1, predict the reaction product. The product is: [CH:9]1([CH2:15][C:16]([NH:1][C:2]2[CH:7]=[CH:6][C:5]([OH:8])=[CH:4][CH:3]=2)=[O:17])[CH2:14][CH2:13][CH2:12][CH2:11][CH2:10]1.